From a dataset of Full USPTO retrosynthesis dataset with 1.9M reactions from patents (1976-2016). Predict the reactants needed to synthesize the given product. (1) Given the product [N:45]1([CH:42]2[CH2:43][CH2:44][N:39]([C:3](=[O:2])[CH:4]([NH:14][C:15]([N:17]3[CH2:22][CH2:21][CH:20]([N:23]4[CH2:32][C:31]5[C:26](=[CH:27][CH:28]=[CH:29][CH:30]=5)[NH:25][C:24]4=[O:33])[CH2:19][CH2:18]3)=[O:16])[CH2:5][C:6]3[CH:7]=[N:8][C:9]([O:12][CH3:13])=[CH:10][CH:11]=3)[CH2:40][CH2:41]2)[CH2:50][CH2:49][CH2:48][CH2:47][CH2:46]1, predict the reactants needed to synthesize it. The reactants are: C[O:2][C:3](=O)[CH:4]([NH:14][C:15]([N:17]1[CH2:22][CH2:21][CH:20]([N:23]2[CH2:32][C:31]3[C:26](=[CH:27][CH:28]=[CH:29][CH:30]=3)[NH:25][C:24]2=[O:33])[CH2:19][CH2:18]1)=[O:16])[CH2:5][C:6]1[CH:7]=[N:8][C:9]([O:12][CH3:13])=[CH:10][CH:11]=1.O.[OH-].[Li+].Cl.[NH:39]1[CH2:44][CH2:43][CH:42]([N:45]2[CH2:50][CH2:49][CH2:48][CH2:47][CH2:46]2)[CH2:41][CH2:40]1.[PH2](Cl)=O. (2) Given the product [O:20]=[S:2]1(=[O:1])[N:7]([C:8]2[CH:13]=[CH:12][CH:11]=[CH:10][CH:9]=2)[CH2:6][CH2:5][CH2:4][N:3]1[CH2:14][C:15]([OH:17])=[O:16], predict the reactants needed to synthesize it. The reactants are: [O:1]=[S:2]1(=[O:20])[N:7]([C:8]2[CH:13]=[CH:12][CH:11]=[CH:10][CH:9]=2)[CH2:6][CH2:5][CH2:4][N:3]1[CH2:14][C:15]([O:17]CC)=[O:16].[Li+].[OH-].